Dataset: Experimentally validated miRNA-target interactions with 360,000+ pairs, plus equal number of negative samples. Task: Binary Classification. Given a miRNA mature sequence and a target amino acid sequence, predict their likelihood of interaction. (1) The miRNA is hsa-miR-4327 with sequence GGCUUGCAUGGGGGACUGG. The protein sequence of the target gene is MSGGEVVCSGWLRKSPPEKKLKRYAWKRRWFVLRSGRLTGDPDVLEYYKNDHAKKPIRIIDLNLCQQVDAGLTFNKKEFENSYIFDINTIDRIFYLVADSEEDMNKWVRCICDICGFNPTEEDPVKPLTGSSQAPVDSPFAISTAPASSQMEASSVALPPPYQVISLPPHPDTLGLQDDPQDYLLLINCQSKKPEPNRTLFDSAKPTFSETDCNDNVPSHQTPASSQSKHGMNGFFQQQMMYDCPPSRLTSVSGESSLYNLPRSYSHDVLPKESPSSTEADGELYTFNTPSGTAGVETQM.... Result: 0 (no interaction). (2) The miRNA is hsa-miR-493-3p with sequence UGAAGGUCUACUGUGUGCCAGG. The protein sequence of the target gene is MQGPGGNVSRGLPSGPASTVASGAGRCESGALMHSFGIFLQGLLGVVAFSTLMLKRFREPKHERRPWRIWFLDTSKQAIGMLFIHFANVYLADLTEEDPCSLYLINFLLDATVGMLLIYVGVRAVGVLVEWQQWESLRFGEYGDPLQCGAWVGQCALYIVIMIFEKSVVFIVLLILQWKKVALLNPIENPDLKLAIVMLIVPFFVNAFMFWVVDNFLMRKGKTKAKLEERGANQDSRNGSKVRYRRAASHEESESEILISADDEMEESDAEEDLRRPVKKKHRFGLPV. Result: 0 (no interaction). (3) The miRNA is hsa-miR-5580-3p with sequence CACAUAUGAAGUGAGCCAGCAC. The protein sequence of the target gene is MRLGRVCPRGPGKVRSPRHRFSCTLFVSTTGSSCGHHGPQLAASSNPSVLPGLHEQPPQASHSRPLNGLLRLGIPGDMYARSEPFAPGPMARSDTLATATALHGYGGMNLTMNLTAPHGPGAFFRYMRQPIKQELICKWLGDDSPMSPRPCSKTFSTMHELVTHVTVEHVGGPEQANHICFWEECPRQGKPFKAKYKLVNHIRVHTGEKPFPCPFPGCGKVFARSENLKIHKRTHTGEKPFRCEFEGCERRFANSSDRKKHSHVHTSDKPYMCKVRGCDKCYTHPSSLRKHMKVHGRSPP.... Result: 0 (no interaction). (4) The miRNA is hsa-miR-4421 with sequence ACCUGUCUGUGGAAAGGAGCUA. The protein sequence of the target gene is MATVEPETTPTTNPPPAEEEKTESNQEVANPEHYIKHPLQNRWALWFFKNDKSKTWQANLRLISKFDTVEDFWALYNHIQLSSNLMPGCDYSLFKDGIEPMWEDEKNKRGGRWLITLNKQQRRSDLDRFWLETLLCLIGESFDDYSDDVCGAVVNVRAKGDKIAIWTTECENRDAVTHIGRVYKERLGLPPKIVIGYQSHADTATKSGSTTKNRFVV. Result: 0 (no interaction). (5) The miRNA is hsa-miR-664a-5p with sequence ACUGGCUAGGGAAAAUGAUUGGAU. The protein sequence of the target gene is MQSNKTFNLEKQNHTPRKHHQHHHQQQHHQQQQQQPPPPPIPANGQQASSQNEGLTIDLKNFRKPGEKTFTQRSRLFVGNLPPDITEEEMRKLFEKYGKAGEVFIHKDKGFGFIRLETRTLAEIAKVELDNMPLRGKQLRVRFACHSASLTVRNLPQYVSNELLEEAFSVFGQVERAVVIVDDRGRPSGKGIVEFSGKPAARKALDRCSEGSFLLTTFPRPVTVEPMDQLDDEEGLPEKLVIKNQQFHKEREQPPRFAQPGSFEYEYAMRWKALIEMEKQQQDQVDRNIKEAREKLEMEM.... Result: 1 (interaction).